From a dataset of Catalyst prediction with 721,799 reactions and 888 catalyst types from USPTO. Predict which catalyst facilitates the given reaction. (1) Product: [NH2:26][C:15]1[N:16]=[CH:17][C:18]([C:20]2[CH2:21][CH2:22][N:23]([C:36](=[O:39])[CH2:37][CH3:38])[CH2:24][CH:25]=2)=[N:19][C:14]=1[C:12]1[O:13][C:9]([C:6]2[CH:5]=[CH:4][C:3]([CH2:2][Br:1])=[CH:8][CH:7]=2)=[N:10][N:11]=1. The catalyst class is: 2. Reactant: [Br:1][CH2:2][C:3]1[CH:8]=[CH:7][C:6]([C:9]2[O:13][C:12]([C:14]3[C:15]([NH2:26])=[N:16][CH:17]=[C:18]([C:20]4[CH2:21][CH2:22][NH:23][CH2:24][CH:25]=4)[N:19]=3)=[N:11][N:10]=2)=[CH:5][CH:4]=1.CCN(C(C)C)C(C)C.[C:36](Cl)(=[O:39])[CH2:37][CH3:38]. (2) Reactant: C([NH:8][CH2:9][CH2:10][C:11]1[CH:16]=[CH:15][CH:14]=[C:13]([S:17]([C:20]2[CH:25]=[CH:24][C:23]([O:26][CH3:27])=[CH:22][CH:21]=2)(=[O:19])=[O:18])[CH:12]=1)C1C=CC=CC=1.[Cl:28][C:29]1[CH:30]=[C:31]([C@@H:35]2[CH2:37][O:36]2)[CH:32]=[CH:33][CH:34]=1. Product: [ClH:28].[Cl:28][C:29]1[CH:30]=[C:31]([C@@H:35]([OH:36])[CH2:37][NH:8][CH2:9][CH2:10][C:11]2[CH:16]=[CH:15][CH:14]=[C:13]([S:17]([C:20]3[CH:21]=[CH:22][C:23]([O:26][CH3:27])=[CH:24][CH:25]=3)(=[O:18])=[O:19])[CH:12]=2)[CH:32]=[CH:33][CH:34]=1. The catalyst class is: 8. (3) Reactant: [Br:1][C:2]1[S:6][C:5]([C:7]([NH:9][C@H:10]2[CH2:14][N:13]([C:15]3[S:16][C:17]4[CH2:23][CH2:22][N:21](C(OC(C)(C)C)=O)[CH2:20][CH2:19][C:18]=4[N:31]=3)[C:12](=[O:32])[CH2:11]2)=[O:8])=[CH:4][CH:3]=1.BrBr. Product: [O:32]=[C:12]1[N:13]([C:15]2[S:16][C:17]3[CH2:23][CH2:22][NH:21][CH2:20][CH2:19][C:18]=3[N:31]=2)[CH2:14][C@H:10]([NH:9][C:7]([C:5]2[S:6][C:2]([Br:1])=[CH:3][CH:4]=2)=[O:8])[CH2:11]1. The catalyst class is: 281. (4) Reactant: [NH2:1][C:2]1[C:10]2[C:9](=[O:11])[N:8]([CH3:12])[CH2:7][C:6]=2[C:5]([C:13]#[N:14])=[CH:4][CH:3]=1.[N-:15]=[N+:16]=[N-:17].[Na+].[Cl-].[NH4+]. Product: [NH2:1][C:2]1[CH:3]=[CH:4][C:5]([C:13]2[N:15]=[N:16][NH:17][N:14]=2)=[C:6]2[C:10]=1[C:9](=[O:11])[N:8]([CH3:12])[CH2:7]2. The catalyst class is: 3. (5) Reactant: [OH:1][C:2]1[C:3]2[CH:14]=[C:13]([C:15]([F:18])([F:17])[F:16])[CH:12]=[CH:11][C:4]=2[S:5][C:6]=1[C:7]([O:9][CH3:10])=[O:8].[CH2:19](Br)[C:20]1[CH:25]=[CH:24][CH:23]=[CH:22][CH:21]=1.C(=O)([O-])[O-].[K+].[K+].CN(C)C=O. Product: [CH2:19]([O:1][C:2]1[C:3]2[CH:14]=[C:13]([C:15]([F:18])([F:16])[F:17])[CH:12]=[CH:11][C:4]=2[S:5][C:6]=1[C:7]([O:9][CH3:10])=[O:8])[C:20]1[CH:25]=[CH:24][CH:23]=[CH:22][CH:21]=1. The catalyst class is: 310. (6) Reactant: [C:1]1([OH:11])[C:10]2[C:5](=[CH:6][CH:7]=[CH:8][CH:9]=2)[CH:4]=[CH:3][CH:2]=1.[CH2:12]1[S:16](=O)[CH2:15][CH2:14][CH2:13]1.Cl.[F:19][C:20]([F:43])([S:39]([O-:42])(=[O:41])=[O:40])[CH:21]([O:26][C:27]([C:29]12[CH2:38][CH:33]3[CH2:34][CH:35]([CH2:37][CH:31]([CH2:32]3)[CH2:30]1)[CH2:36]2)=[O:28])[C:22]([F:25])([F:24])[F:23].[Na+]. Product: [C:29]12([C:27]([O:26][CH:21]([C:22]([F:25])([F:23])[F:24])[C:20]([F:19])([F:43])[S:39]([O-:42])(=[O:40])=[O:41])=[O:28])[CH2:30][CH:31]3[CH2:37][CH:35]([CH2:34][CH:33]([CH2:32]3)[CH2:38]1)[CH2:36]2.[OH:11][C:1]1[C:10]2[C:5](=[CH:6][CH:7]=[CH:8][CH:9]=2)[C:4]([S+:16]2[CH2:12][CH2:13][CH2:14][CH2:15]2)=[CH:3][CH:2]=1. The catalyst class is: 5.